Dataset: Full USPTO retrosynthesis dataset with 1.9M reactions from patents (1976-2016). Task: Predict the reactants needed to synthesize the given product. Given the product [Si:1]([O:18][CH:19]1[CH2:22][N:21]([C:23]2[S:24][CH:25]=[C:26]([C:28](=[O:36])[N:29]([CH3:30])[CH2:31][CH2:32][NH:33][C:46]([O:45][CH2:44][C:43]3[CH:42]=[CH:41][C:40]([N+:37]([O-:39])=[O:38])=[CH:50][CH:49]=3)=[O:47])[N:27]=2)[CH2:20]1)([C:14]([CH3:17])([CH3:16])[CH3:15])([C:8]1[CH:13]=[CH:12][CH:11]=[CH:10][CH:9]=1)[C:2]1[CH:7]=[CH:6][CH:5]=[CH:4][CH:3]=1, predict the reactants needed to synthesize it. The reactants are: [Si:1]([O:18][CH:19]1[CH2:22][N:21]([C:23]2[S:24][CH:25]=[C:26]([C:28](=[O:36])[N:29]([CH2:31][CH2:32][N:33]=[N+]=[N-])[CH3:30])[N:27]=2)[CH2:20]1)([C:14]([CH3:17])([CH3:16])[CH3:15])([C:8]1[CH:13]=[CH:12][CH:11]=[CH:10][CH:9]=1)[C:2]1[CH:7]=[CH:6][CH:5]=[CH:4][CH:3]=1.[N+:37]([C:40]1[CH:50]=[CH:49][C:43]([CH2:44][O:45][C:46](Cl)=[O:47])=[CH:42][CH:41]=1)([O-:39])=[O:38].C(N(CC)CC)C.